This data is from Forward reaction prediction with 1.9M reactions from USPTO patents (1976-2016). The task is: Predict the product of the given reaction. (1) The product is: [CH3:16][Si:15]([CH3:17])([C:13]#[C:12][C:6]1[CH:11]=[CH:10][CH:9]=[CH:8][CH:7]=1)[C:2]#[C:3][C:4]1[CH:5]=[CH:5][CH:4]=[CH:3][CH:2]=1. Given the reactants [Li][CH2:2][CH2:3][CH2:4][CH3:5].[C:6]1([C:12]#[CH:13])[CH:11]=[CH:10][CH:9]=[CH:8][CH:7]=1.Cl[Si:15](Cl)([CH3:17])[CH3:16], predict the reaction product. (2) Given the reactants [CH2:1]([O:3][C:4]([C:6]1[CH:11]=[C:10]([C:12]2[CH2:16][CH2:15][CH2:14][C:13]=2[C:17]2[CH:22]=[C:21]([Cl:23])[CH:20]=[CH:19][C:18]=2[OH:24])[N:9]=[N:8][CH:7]=1)=[O:5])[CH3:2].[F:25][C:26]1[CH:33]=[C:32]([F:34])[CH:31]=[CH:30][C:27]=1[CH2:28]Br, predict the reaction product. The product is: [CH2:1]([O:3][C:4]([C:6]1[CH:11]=[C:10]([C:12]2[CH2:16][CH2:15][CH2:14][C:13]=2[C:17]2[CH:22]=[C:21]([Cl:23])[CH:20]=[CH:19][C:18]=2[O:24][CH2:28][C:27]2[CH:30]=[CH:31][C:32]([F:34])=[CH:33][C:26]=2[F:25])[N:9]=[N:8][CH:7]=1)=[O:5])[CH3:2]. (3) Given the reactants [Br:1][C:2]1[C:3]([S:19][CH:20]([CH3:24])[C:21](=[O:23])[CH3:22])=[N:4][C:5]([NH:8][C:9]2[CH:10]=[CH:11][C:12]([S:15]([NH2:18])(=[O:17])=[O:16])=[N:13][CH:14]=2)=[N:6][CH:7]=1.[CH3:25][Mg]Br, predict the reaction product. The product is: [Br:1][C:2]1[C:3]([S:19][CH:20]([CH3:24])[C:21]([OH:23])([CH3:25])[CH3:22])=[N:4][C:5]([NH:8][C:9]2[CH:10]=[CH:11][C:12]([S:15]([NH2:18])(=[O:17])=[O:16])=[N:13][CH:14]=2)=[N:6][CH:7]=1. (4) Given the reactants [Br:1][C:2]1[CH:28]=[N:27][C:5]2=[N:6][C:7]([N:14]3[CH2:17][CH:16]([N:18]([CH3:26])[C:19](=[O:25])[O:20][C:21]([CH3:24])([CH3:23])[CH3:22])[CH2:15]3)=[C:8]([NH:10][CH2:11][CH2:12]O)[N:9]=[C:4]2[CH:3]=1.CS(Cl)(=O)=O, predict the reaction product. The product is: [Br:1][C:2]1[CH:28]=[N:27][C:5]2[N:6]=[C:7]([N:14]3[CH2:15][CH:16]([N:18]([CH3:26])[C:19](=[O:25])[O:20][C:21]([CH3:23])([CH3:24])[CH3:22])[CH2:17]3)[C:8]3[N:9]([CH2:12][CH2:11][N:10]=3)[C:4]=2[CH:3]=1. (5) Given the reactants C1(C([N:6]2[C:15]3[C:14]4[CH:16]=[CH:17][C:18]([N:20]5[CH2:24][C@H:23]([CH2:25][NH:26][C:27]([CH:29]6[CH2:31][CH2:30]6)=[O:28])[O:22][C:21]5=[O:32])=[CH:19][C:13]=4[CH2:12][CH2:11][CH2:10][C:9]=3[CH:8]=[N:7]2)=O)CC1.C(N)C1C=CC=CC=1, predict the reaction product. The product is: [O:32]=[C:21]1[N:20]([C:18]2[CH:17]=[CH:16][C:14]3[C:15]4[NH:6][N:7]=[CH:8][C:9]=4[CH2:10][CH2:11][CH2:12][C:13]=3[CH:19]=2)[CH2:24][C@H:23]([CH2:25][NH:26][C:27]([CH:29]2[CH2:31][CH2:30]2)=[O:28])[O:22]1. (6) The product is: [C:3]([O:7][C:8](=[O:21])[NH:9][CH2:10][C:11]1[NH:12][C:13]2[C:14]([N:20]=1)=[N:15][CH:16]=[C:17]([C:27]1[C:23]([CH3:22])=[N:24][O:25][C:26]=1[CH3:31])[CH:18]=2)([CH3:6])([CH3:5])[CH3:4]. Given the reactants [Li+].[OH-].[C:3]([O:7][C:8](=[O:21])[NH:9][CH2:10][C:11]1[NH:12][C:13]2[C:14]([N:20]=1)=[N:15][CH:16]=[C:17](Br)[CH:18]=2)([CH3:6])([CH3:5])[CH3:4].[CH3:22][C:23]1[C:27](B(O)O)=[C:26]([CH3:31])[O:25][N:24]=1.OC(C(O)(C)C)(C)C, predict the reaction product. (7) Given the reactants [C:1]1([C:7](=[O:17])[CH2:8][C:9](=[O:16])[C:10](=[O:15])[CH2:11][C:12](=[O:14])[CH3:13])[CH:6]=[CH:5][CH:4]=[CH:3][CH:2]=1.C(O)(=O)C.C(O)(=O)C.IC1C=CC=CC=1.C(O)(=O)C, predict the reaction product. The product is: [C:12]([C:11]1[O:17][C:7]([C:1]2[CH:2]=[CH:3][CH:4]=[CH:5][CH:6]=2)=[CH:8][C:9](=[O:16])[C:10]=1[OH:15])(=[O:14])[CH3:13].